Task: Predict the reaction yield, written as a fraction of the theoretical maximum amount of product (1.0 means a 100% yield; for example, 0.34 means a 34% yield).. Dataset: Reaction yield outcomes from USPTO patents with 853,638 reactions (1) The reactants are Cl[CH2:2][CH2:3][CH2:4][O:5][C:6]1[CH:15]=[C:14]2[C:9]([C:10]([O:16][C:17]3[CH:22]=[CH:21][C:20]([CH3:23])=[CH:19][C:18]=3[C:24]([C:26]3[CH:31]=[CH:30][CH:29]=[CH:28][CH:27]=3)=[O:25])=[CH:11][CH:12]=[N:13]2)=[CH:8][C:7]=1[O:32][CH3:33].[NH:34]1[CH2:39][CH2:38][O:37][CH2:36][CH2:35]1.C(=O)([O-])[O-].[K+].[K+].O. The catalyst is CN(C)C=O. The product is [CH3:23][C:20]1[CH:21]=[CH:22][C:17]([O:16][C:10]2[C:9]3[C:14](=[CH:15][C:6]([O:5][CH2:4][CH2:3][CH2:2][N:34]4[CH2:39][CH2:38][O:37][CH2:36][CH2:35]4)=[C:7]([O:32][CH3:33])[CH:8]=3)[N:13]=[CH:12][CH:11]=2)=[C:18]([C:24]([C:26]2[CH:27]=[CH:28][CH:29]=[CH:30][CH:31]=2)=[O:25])[CH:19]=1. The yield is 0.660. (2) The reactants are [OH:1][C:2]1[C:3](=[O:9])[CH:4]=[CH:5][CH:6]=[CH:7][CH:8]=1.[N+:10]([C:13]1[CH:18]=[CH:17][C:16]([S:19](Cl)(=[O:21])=[O:20])=[CH:15][CH:14]=1)([O-:12])=[O:11].O. The catalyst is N1C=CC=CC=1. The product is [N+:10]([C:13]1[CH:14]=[CH:15][C:16]([S:19]([O:9][C:3]2[C:2](=[O:1])[CH:8]=[CH:7][CH:6]=[CH:5][CH:4]=2)(=[O:21])=[O:20])=[CH:17][CH:18]=1)([O-:12])=[O:11]. The yield is 0.710.